Task: Predict the reaction yield, written as a fraction of the theoretical maximum amount of product (1.0 means a 100% yield; for example, 0.34 means a 34% yield).. Dataset: Reaction yield outcomes from USPTO patents with 853,638 reactions (1) The reactants are [Br:1][C:2]1[CH:29]=[CH:28][C:5]2[C:6]3[N:7]([CH:11]=[C:12]([C:14]([N:16]=[C:17](SC)[NH:18]C(OC(C)(C)C)=O)=O)[N:13]=3)[CH2:8][CH2:9][O:10][C:4]=2[CH:3]=1.Cl.[CH:31]([NH:34][NH2:35])([CH3:33])[CH3:32].CCN(C(C)C)C(C)C. The catalyst is CN(C=O)C. The product is [Br:1][C:2]1[CH:29]=[CH:28][C:5]2[C:6]3[N:7]([CH:11]=[C:12]([C:14]4[N:34]([CH:31]([CH3:33])[CH3:32])[N:35]=[C:17]([NH2:18])[N:16]=4)[N:13]=3)[CH2:8][CH2:9][O:10][C:4]=2[CH:3]=1. The yield is 0.490. (2) The reactants are [H-].[Na+].[N:3]1[N:4]=[C:5]([C:8]2[CH:13]=[CH:12][CH:11]=[CH:10][C:9]=2[C:14]([N:16]2[CH2:20][CH:19]3[CH2:21][N:22]([C:24]([O:26][C:27]([CH3:30])([CH3:29])[CH3:28])=[O:25])[CH2:23][CH:18]3[CH2:17]2)=[O:15])[NH:6][CH:7]=1.[CH3:31]I. The catalyst is CN(C=O)C.O. The product is [NH3:3].[CH3:31][N:4]1[C:5]([C:8]2[CH:13]=[CH:12][CH:11]=[CH:10][C:9]=2[C:14]([N:16]2[CH2:17][CH:18]3[CH2:23][N:22]([C:24]([O:26][C:27]([CH3:30])([CH3:29])[CH3:28])=[O:25])[CH2:21][CH:19]3[CH2:20]2)=[O:15])=[N:6][CH:7]=[N:3]1.[CH3:31][N:3]1[CH:7]=[N:6][C:5]([C:8]2[CH:13]=[CH:12][CH:11]=[CH:10][C:9]=2[C:14]([N:16]2[CH2:17][CH:18]3[CH2:23][N:22]([C:24]([O:26][C:27]([CH3:30])([CH3:29])[CH3:28])=[O:25])[CH2:21][CH:19]3[CH2:20]2)=[O:15])=[N:4]1. The yield is 0.0800. (3) The reactants are [CH3:1][C@@H:2]1[CH2:6][CH2:5][CH2:4][N:3]1[CH2:7][CH2:8][C:9]1[O:10][C:11]2[CH:17]=[CH:16][C:15]([C:18]#[N:19])=[CH:14][C:12]=2[CH:13]=1.Cl.[NH2:21][OH:22].C(=O)([O-])[O-].[K+].[K+]. The catalyst is CCO. The product is [OH:22][N:21]=[C:18]([C:15]1[CH:16]=[CH:17][C:11]2[O:10][C:9]([CH2:8][CH2:7][N:3]3[CH2:4][CH2:5][CH2:6][C@H:2]3[CH3:1])=[CH:13][C:12]=2[CH:14]=1)[NH2:19]. The yield is 0.510. (4) The reactants are [Br:1][C:2]1[CH:18]=[CH:17][C:5]([O:6][CH2:7][CH2:8][CH2:9][CH2:10][CH2:11][C:12]([O:14]CC)=[O:13])=[C:4]([CH2:19][N:20]([CH:34]([CH3:36])[CH3:35])[C:21](=[O:33])[C:22]2[CH:27]=[CH:26][C:25]([C:28]3[O:29][CH:30]=[CH:31][CH:32]=3)=[CH:24][CH:23]=2)[CH:3]=1.O.[OH-].[Li+].Cl. The catalyst is C1COCC1.O.CCO. The product is [Br:1][C:2]1[CH:18]=[CH:17][C:5]([O:6][CH2:7][CH2:8][CH2:9][CH2:10][CH2:11][C:12]([OH:14])=[O:13])=[C:4]([CH2:19][N:20]([CH:34]([CH3:36])[CH3:35])[C:21](=[O:33])[C:22]2[CH:23]=[CH:24][C:25]([C:28]3[O:29][CH:30]=[CH:31][CH:32]=3)=[CH:26][CH:27]=2)[CH:3]=1. The yield is 0.737. (5) The reactants are Br[C:2]1[CH:3]=[CH:4][C:5]2[O:14][CH2:13][CH2:12][C:11]3[S:10][C:9]([C:15]4[N:16]([CH:20]([CH3:22])[CH3:21])[N:17]=[CH:18][N:19]=4)=[N:8][C:7]=3[C:6]=2[CH:23]=1.[F:24][C:25]1[C:30](B(O)O)=[CH:29][C:28]([CH3:34])=[CH:27][N:26]=1. No catalyst specified. The product is [F:24][C:25]1[C:30]([C:2]2[CH:3]=[CH:4][C:5]3[O:14][CH2:13][CH2:12][C:11]4[S:10][C:9]([C:15]5[N:16]([CH:20]([CH3:22])[CH3:21])[N:17]=[CH:18][N:19]=5)=[N:8][C:7]=4[C:6]=3[CH:23]=2)=[CH:29][C:28]([CH3:34])=[CH:27][N:26]=1. The yield is 0.370.